From a dataset of Catalyst prediction with 721,799 reactions and 888 catalyst types from USPTO. Predict which catalyst facilitates the given reaction. (1) Product: [CH3:14][O:13][C:11]1[CH:10]=[CH:9][C:4]([C:5]([O:7][CH3:8])=[O:6])=[C:3]([CH2:2][NH:24][C:20]2[CH:21]=[CH:22][CH:23]=[C:18]([C:17]([O:16][CH3:15])=[O:25])[CH:19]=2)[CH:12]=1. Reactant: Br[CH2:2][C:3]1[CH:12]=[C:11]([O:13][CH3:14])[CH:10]=[CH:9][C:4]=1[C:5]([O:7][CH3:8])=[O:6].[CH3:15][O:16][C:17](=[O:25])[C:18]1[CH:23]=[CH:22][CH:21]=[C:20]([NH2:24])[CH:19]=1.C(N(CC)CC)C. The catalyst class is: 9. (2) Reactant: Cl[C:2]1[CH:3]=[C:4]([CH:7]=[CH:8][N:9]=1)[C:5]#[N:6].[CH3:10][O:11][C:12]1[CH:17]=[CH:16][C:15]([CH2:18][NH2:19])=[CH:14][CH:13]=1.C(=O)(O)[O-].[Na+]. Product: [CH3:10][O:11][C:12]1[CH:17]=[CH:16][C:15]([CH2:18][NH:19][C:2]2[CH:3]=[C:4]([CH:7]=[CH:8][N:9]=2)[C:5]#[N:6])=[CH:14][CH:13]=1. The catalyst class is: 17. (3) Reactant: [C:1]([C:3]1[CH:11]=[CH:10][C:6]([C:7]([OH:9])=O)=[C:5]([F:12])[CH:4]=1)#[N:2].C(Cl)(=O)C(Cl)=O.[Cl:19][C:20]1[CH:26]=[CH:25][C:23]([NH2:24])=[C:22]([N:27]2[CH2:32][CH2:31][N:30]([CH2:33][CH2:34][C:35]([F:38])([F:37])[F:36])[CH2:29][CH2:28]2)[CH:21]=1.C(N(CC)CC)C. Product: [Cl:19][C:20]1[CH:26]=[CH:25][C:23]([NH:24][C:7](=[O:9])[C:6]2[CH:10]=[CH:11][C:3]([C:1]#[N:2])=[CH:4][C:5]=2[F:12])=[C:22]([N:27]2[CH2:32][CH2:31][N:30]([CH2:33][CH2:34][C:35]([F:36])([F:38])[F:37])[CH2:29][CH2:28]2)[CH:21]=1. The catalyst class is: 59. (4) Reactant: C(OC([N:8]1[C@H:13]([C:14](=[O:22])[NH:15][CH2:16][CH2:17][C:18]([CH3:21])([CH3:20])[CH3:19])[CH2:12][C@@H:11]2[C@H:9]1[CH2:10]2)=O)(C)(C)C.[C:23]([OH:29])([C:25]([F:28])([F:27])[F:26])=[O:24]. Product: [F:26][C:25]([F:28])([F:27])[C:23]([OH:29])=[O:24].[CH3:19][C:18]([CH3:21])([CH3:20])[CH2:17][CH2:16][NH:15][C:14]([C@@H:13]1[CH2:12][C@@H:11]2[C@@H:9]([CH2:10]2)[NH:8]1)=[O:22]. The catalyst class is: 2. (5) The catalyst class is: 5. Reactant: [CH3:1][O:2][CH2:3][CH2:4][O:5][C:6]1[C:7]([CH3:20])=[C:8]([CH:13]=[CH:14][C:15]=1[S:16]([CH3:19])(=[O:18])=[O:17])[C:9]([O:11]C)=[O:10].[OH-].[Na+]. Product: [CH3:1][O:2][CH2:3][CH2:4][O:5][C:6]1[C:7]([CH3:20])=[C:8]([CH:13]=[CH:14][C:15]=1[S:16]([CH3:19])(=[O:17])=[O:18])[C:9]([OH:11])=[O:10]. (6) Reactant: [NH2:1][C:2]1[N:7]=[CH:6][CH:5]=[CH:4][N:3]=1.[CH3:8][C:9]([N+:16]#[C-:17])([CH3:15])[CH2:10][C:11]([CH3:14])([CH3:13])[CH3:12].[NH:18]1[CH:22]=[CH:21][CH:20]=[C:19]1[CH:23]=O. Product: [NH:18]1[CH:22]=[CH:21][CH:20]=[C:19]1[C:23]1[N:1]=[C:2]2[N:7]=[CH:6][CH:5]=[CH:4][N:3]2[C:17]=1[NH:16][C:9]([CH3:15])([CH3:8])[CH2:10][C:11]([CH3:14])([CH3:13])[CH3:12]. The catalyst class is: 519. (7) Reactant: [N:1]1([C:7]2[C:8]3[N:9]([CH:23]=[C:24]([CH2:26][O:27][C:28]4[CH:37]=[CH:36][C:35]5[C:30](=[CH:31][CH:32]=[CH:33][CH:34]=5)[N:29]=4)[N:25]=3)[C:10]([C:13]3[CH:14]=[CH:15][C:16]([C:19]([O:21]C)=[O:20])=[N:17][CH:18]=3)=[CH:11][N:12]=2)[CH2:6][CH2:5][O:4][CH2:3][CH2:2]1.[Li+].[OH-].Cl. Product: [N:1]1([C:7]2[C:8]3[N:9]([CH:23]=[C:24]([CH2:26][O:27][C:28]4[CH:37]=[CH:36][C:35]5[C:30](=[CH:31][CH:32]=[CH:33][CH:34]=5)[N:29]=4)[N:25]=3)[C:10]([C:13]3[CH:14]=[CH:15][C:16]([C:19]([OH:21])=[O:20])=[N:17][CH:18]=3)=[CH:11][N:12]=2)[CH2:2][CH2:3][O:4][CH2:5][CH2:6]1. The catalyst class is: 20. (8) Reactant: [OH:1][C:2]1[C:9]([CH3:10])=[CH:8][C:5]([CH:6]=[O:7])=[CH:4][C:3]=1[CH3:11].C([O-])([O-])=O.[K+].[K+].Br[CH2:19][CH2:20][NH:21][C:22]1[CH:26]=[CH:25][O:24][N:23]=1. Product: [O:24]1[CH:25]=[CH:26][C:22]([NH:21][CH2:20][CH2:19][O:1][C:2]2[C:3]([CH3:11])=[CH:4][C:5]([CH:6]=[O:7])=[CH:8][C:9]=2[CH3:10])=[N:23]1. The catalyst class is: 3. (9) Reactant: [H-].[Na+].[OH:3][N:4]1[C:8](=[O:9])[C:7]2=[CH:10][CH:11]=[CH:12][CH:13]=[C:6]2[C:5]1=[O:14].Br[CH2:16][C:17]([O:19][C:20]([CH3:23])([CH3:22])[CH3:21])=[O:18]. Product: [O:9]=[C:8]1[C:7]2[C:6](=[CH:13][CH:12]=[CH:11][CH:10]=2)[C:5](=[O:14])[N:4]1[O:3][CH2:16][C:17]([O:19][C:20]([CH3:23])([CH3:22])[CH3:21])=[O:18]. The catalyst class is: 9.